This data is from Catalyst prediction with 721,799 reactions and 888 catalyst types from USPTO. The task is: Predict which catalyst facilitates the given reaction. (1) The catalyst class is: 4. Product: [CH2:10]([O:9][C:7](=[O:8])[NH:6][CH:2]([C:3](=[O:5])[NH:18][CH2:19][C:20](=[O:21])[C:22]1[CH:27]=[CH:26][CH:25]=[CH:24][CH:23]=1)[CH3:1])[C:11]1[CH:16]=[CH:15][CH:14]=[CH:13][CH:12]=1. Reactant: [CH3:1][C@H:2]([NH:6][C:7]([O:9][CH2:10][C:11]1[CH:16]=[CH:15][CH:14]=[CH:13][CH:12]=1)=[O:8])[C:3]([OH:5])=O.Cl.[NH2:18][CH2:19][C:20]([C:22]1[CH:27]=[CH:26][CH:25]=[CH:24][CH:23]=1)=[O:21].CN1CCOCC1.ON1C2C=CC=CC=2N=N1.Cl.CN(C)CCCN=C=NCC. (2) Reactant: [C:1]([C:3]1[CH:4]=[C:5]([CH:19]=[CH:20][CH:21]=1)[CH2:6][NH:7][C:8]1[CH:13]=[CH:12][CH:11]=[CH:10][C:9]=1/[CH:14]=[CH:15]/[C:16](O)=[O:17])#[N:2].CN1CCOCC1.[NH2:29][OH:30].Cl. Product: [C:1]([C:3]1[CH:4]=[C:5]([CH:19]=[CH:20][CH:21]=1)[CH2:6][NH:7][C:8]1[CH:13]=[CH:12][CH:11]=[CH:10][C:9]=1/[CH:14]=[CH:15]/[C:16]([NH:29][OH:30])=[O:17])#[N:2]. The catalyst class is: 44. (3) Reactant: C(OP([O-])OCC)C.C(N(CC)CC)C.[CH2:16]([O:23][C:24]1[CH:25]=[C:26]([NH:35][C:36](=[O:38])[CH3:37])[CH:27]=[CH:28][C:29]=1[C:30](=[O:34])[CH:31](Br)[Br:32])[C:17]1[CH:22]=[CH:21][CH:20]=[CH:19][CH:18]=1.CCOC(C)=O. Product: [CH2:16]([O:23][C:24]1[CH:25]=[C:26]([NH:35][C:36](=[O:38])[CH3:37])[CH:27]=[CH:28][C:29]=1[C:30](=[O:34])[CH2:31][Br:32])[C:17]1[CH:18]=[CH:19][CH:20]=[CH:21][CH:22]=1. The catalyst class is: 1.